From a dataset of Catalyst prediction with 721,799 reactions and 888 catalyst types from USPTO. Predict which catalyst facilitates the given reaction. (1) Reactant: [OH:1][C@@H:2]1[C@H:15]2[C@@H:6]([CH2:7][CH2:8][C:9]3[C@:14]2([CH3:16])[CH2:13][CH:12]([CH:17]=O)[C:11](=O)[CH:10]=3)[C@@H:5]2[CH2:20][CH2:21][C@:22]3([C:26]4([CH2:30][O:29][CH2:28][O:27]4)[O:25][CH2:24][O:23]3)[C@@:4]2([CH3:31])[CH2:3]1.[NH:32]([C:34]1[CH:35]=[C:36]([CH:40]=[CH:41][CH:42]=1)[C:37]([OH:39])=[O:38])[NH2:33].C([O-])(=O)C.[K+].Cl. Product: [OH:1][C@H:2]1[C@@H:15]2[C@H:6]([CH2:7][CH2:8][C:9]3[C@@:14]2([CH3:16])[CH2:13][C:12]2[CH:17]=[N:33][N:32]([C:34]4[CH:35]=[C:36]([CH:40]=[CH:41][CH:42]=4)[C:37]([OH:39])=[O:38])[C:11]=2[CH:10]=3)[C@H:5]2[CH2:20][CH2:21][C@@:22]3([C:26]4([CH2:30][O:29][CH2:28][O:27]4)[O:25][CH2:24][O:23]3)[C@:4]2([CH3:31])[CH2:3]1. The catalyst class is: 40. (2) Reactant: [ClH:1].[CH3:2][O:3][C:4]1[C:13]2[C:8](=[CH:9][CH:10]=[CH:11][CH:12]=2)[CH:7]=[C:6]([CH2:14][CH:15]([NH2:17])[CH3:16])[CH:5]=1.[Br:18]Br. Product: [ClH:1].[Br:18][C:7]1[C:8]2[C:13](=[CH:12][CH:11]=[CH:10][CH:9]=2)[C:4]([O:3][CH3:2])=[CH:5][C:6]=1[CH2:14][CH:15]([NH2:17])[CH3:16]. The catalyst class is: 4. (3) Reactant: [Br:1][C:2]1[CH:8]=[CH:7][C:5]([NH2:6])=[C:4]([F:9])[CH:3]=1.[S-:10][C:11]#[N:12].[K+].BrBr. The catalyst class is: 15. Product: [Br:1][C:2]1[CH:3]=[C:4]([F:9])[C:5]2[N:6]=[C:11]([NH2:12])[S:10][C:7]=2[CH:8]=1. (4) Reactant: C([O:4][CH2:5][C:6]1[C:11]([N:12]2[CH2:24][CH2:23][C:22]3[N:21]4[C:16]([CH2:17][CH2:18][CH2:19][CH2:20]4)=[CH:15][C:14]=3[C:13]2=[O:25])=[CH:10][C:9]([F:26])=[CH:8][C:7]=1[C:27]1[CH:32]=[C:31]([NH:33][C:34]2[CH:39]=[CH:38][C:37]([N:40]3[CH2:45][CH2:44][N:43]([CH:46]4[CH2:49][O:48][CH2:47]4)[CH2:42][CH:41]3[CH2:50][CH3:51])=[CH:36][N:35]=2)[C:30](=[O:52])[N:29]([CH3:53])[CH:28]=1)(=O)C.[OH-].[Li+]. Product: [CH2:50]([C@H:41]1[CH2:42][N:43]([CH:46]2[CH2:47][O:48][CH2:49]2)[CH2:44][CH2:45][N:40]1[C:37]1[CH:38]=[CH:39][C:34]([NH:33][C:31]2[C:30](=[O:52])[N:29]([CH3:53])[CH:28]=[C:27]([C:7]3[C:6]([CH2:5][OH:4])=[C:11]([N:12]4[CH2:24][CH2:23][C:22]5[N:21]6[C:16]([CH2:17][CH2:18][CH2:19][CH2:20]6)=[CH:15][C:14]=5[C:13]4=[O:25])[CH:10]=[C:9]([F:26])[CH:8]=3)[CH:32]=2)=[N:35][CH:36]=1)[CH3:51]. The catalyst class is: 854. (5) Reactant: Br[CH2:2][C:3]1[S:4][C:5]([C:15]([O:17][CH3:18])=[O:16])=[C:6]([C:8]2[CH:13]=[CH:12][CH:11]=[CH:10][C:9]=2[Cl:14])[N:7]=1.[Na].[F:20][C:21]([C:24]1[NH:28][N:27]=[N:26][N:25]=1)([F:23])[F:22].C(=O)([O-])[O-].[K+].[K+]. Product: [Cl:14][C:9]1[CH:10]=[CH:11][CH:12]=[CH:13][C:8]=1[C:6]1[N:7]=[C:3]([CH2:2][N:26]2[N:27]=[N:28][C:24]([C:21]([F:23])([F:22])[F:20])=[N:25]2)[S:4][C:5]=1[C:15]([O:17][CH3:18])=[O:16]. The catalyst class is: 10. (6) Reactant: C[O:2][C:3](=[O:22])[C:4]1[C:9]([CH3:10])=[CH:8][C:7]([C:11]([F:20])([C:16]([F:19])([F:18])[F:17])[C:12]([F:15])([F:14])[F:13])=[CH:6][C:5]=1[CH3:21].[OH-].[Na+]. Product: [CH3:21][C:5]1[CH:6]=[C:7]([C:11]([F:20])([C:12]([F:13])([F:14])[F:15])[C:16]([F:19])([F:18])[F:17])[CH:8]=[C:9]([CH3:10])[C:4]=1[C:3]([OH:22])=[O:2]. The catalyst class is: 169. (7) Reactant: [N:1]([CH2:4][C@H:5]1[CH2:10][CH2:9][N:8]([C:11]([C:13]2[N:14]=[N:15][C:16]([CH2:32][CH2:33][CH2:34][CH3:35])=[C:17]([C:19]3[CH:24]=[CH:23][C:22]([O:25][CH:26]4[CH2:31][CH2:30][CH2:29][CH2:28][CH2:27]4)=[CH:21][CH:20]=3)[CH:18]=2)=[O:12])[CH2:7][C@H:6]1[O:36][CH3:37])=[N+]=[N-]. Product: [NH2:1][CH2:4][C@H:5]1[CH2:10][CH2:9][N:8]([C:11]([C:13]2[N:14]=[N:15][C:16]([CH2:32][CH2:33][CH2:34][CH3:35])=[C:17]([C:19]3[CH:24]=[CH:23][C:22]([O:25][CH:26]4[CH2:27][CH2:28][CH2:29][CH2:30][CH2:31]4)=[CH:21][CH:20]=3)[CH:18]=2)=[O:12])[CH2:7][C@H:6]1[O:36][CH3:37]. The catalyst class is: 19. (8) Reactant: [C:1]([NH:5][C:6]1[N:7]=[C:8]([NH:20][C:21]2[CH:26]=[C:25]([O:27][CH:28]3[CH2:33][CH2:32][NH:31][CH2:30][CH2:29]3)[N:24]=[CH:23][N:22]=2)[CH:9]=[C:10]2[C:15]=1[C:14](=[O:16])[N:13]([CH2:17][CH2:18][OH:19])[CH:12]=[CH:11]2)([CH3:4])([CH3:3])[CH3:2].Br[CH2:35][CH2:36][O:37][CH3:38]. Product: [C:1]([NH:5][C:6]1[N:7]=[C:8]([NH:20][C:21]2[CH:26]=[C:25]([O:27][CH:28]3[CH2:33][CH2:32][N:31]([CH2:35][CH2:36][O:37][CH3:38])[CH2:30][CH2:29]3)[N:24]=[CH:23][N:22]=2)[CH:9]=[C:10]2[C:15]=1[C:14](=[O:16])[N:13]([CH2:17][CH2:18][OH:19])[CH:12]=[CH:11]2)([CH3:4])([CH3:2])[CH3:3]. The catalyst class is: 3. (9) Reactant: Cl.[Cl:2][C:3]1[C:4]([N:9]2[C:13](O)([C:14]([O:16][CH3:17])=[O:15])[CH2:12][C:11]([CH2:19][OH:20])=[N:10]2)=[N:5][CH:6]=[CH:7][CH:8]=1. Product: [Cl:2][C:3]1[C:4]([N:9]2[C:13]([C:14]([O:16][CH3:17])=[O:15])=[CH:12][C:11]([CH2:19][OH:20])=[N:10]2)=[N:5][CH:6]=[CH:7][CH:8]=1. The catalyst class is: 5.